From a dataset of Full USPTO retrosynthesis dataset with 1.9M reactions from patents (1976-2016). Predict the reactants needed to synthesize the given product. Given the product [ClH:31].[CH3:1][C:2]1[N:7]=[CH:6][C:5]([CH2:8][O:9][C:10]2[CH:15]=[CH:14][N:13]([C:16]3[CH:21]=[CH:20][C:19]4[C:22]5[CH2:23][NH:24][CH2:25][CH2:26][CH2:27][C:28]=5[O:29][C:18]=4[CH:17]=3)[C:12](=[O:30])[CH:11]=2)=[CH:4][CH:3]=1, predict the reactants needed to synthesize it. The reactants are: [CH3:1][C:2]1[N:7]=[CH:6][C:5]([CH2:8][O:9][C:10]2[CH:15]=[CH:14][N:13]([C:16]3[CH:21]=[CH:20][C:19]4[C:22]5[CH2:23][NH:24][CH2:25][CH2:26][CH2:27][C:28]=5[O:29][C:18]=4[CH:17]=3)[C:12](=[O:30])[CH:11]=2)=[CH:4][CH:3]=1.[ClH:31].CCOCC.